Dataset: Experimentally validated miRNA-target interactions with 360,000+ pairs, plus equal number of negative samples. Task: Binary Classification. Given a miRNA mature sequence and a target amino acid sequence, predict their likelihood of interaction. (1) The miRNA is hsa-miR-3167 with sequence AGGAUUUCAGAAAUACUGGUGU. The protein sequence of the target gene is MKELQDIARLSDRFISVELVDESLFDWNVKLHQVDKDSVLWQDMKETNTEFILLNLTFPDNFPFSPPFMRVLSPRLENGYVLDGGAICMELLTPRGWSSAYTVEAVMRQFAASLVKGQGRICRKAGKSKKSFSRKEAEATFKSLVKTHEKYGWVTPPVSDG. Result: 0 (no interaction). (2) The miRNA is hsa-miR-6854-5p with sequence AAGCUCAGGUUUGAGAACUGCUGA. The protein sequence of the target gene is MLQFVRAGARAWLRPTGSQGLSSLAEEAARATENPEQVASEGLPEPVLRKVELPVPTHRRPVQAWVESLRGFEQERVGLADLHPDVFATAPRLDILHQVAMWQKNFKRISYAKTKTRAEVRGGGRKPWPQKGTGRARHGSIRSPLWRGGGVAHGPRGPTSYYYMLPMKVRALGLKVALTVKLAQDDLHIMDSLELPTGDPQYLTELAHYRRWGDSVLLVDLTHEEMPQSIVEATSRLKTFNLIPAVGLNVHSMLKHQTLVLTLPTVAFLEDKLLWQDSRYRPLYPFSLPYSDFPRPLPHA.... Result: 0 (no interaction). (3) The protein sequence of the target gene is MVSGLRLASRSGEEGWLKPAVARLGPPRHRLRNLRTESPWRSRGSVLFCSGPGRAGRAAEPLHPVCTCGRHFRRPEPCREPLASPIQDSVAFEDVAVNFTQEEWALLDSSQKNLYREVMQETCRNLASVGSQWKDQNIEDHFEKPGKDIRNHIVQRLCESKEDGQYGEVVSQIPNLDLNENISTGLKPCECSICGKVFVRHSLLNRHILAHSGYKPYGEKQYKCEQCGKFFVSVPGVRRHMIMHSGNPAYKCTICGKAFYFLNSVERHQRTHTGEKPYKCKQCGKAFTVSGSCLIHERTH.... The miRNA is hsa-miR-6132 with sequence AGCAGGGCUGGGGAUUGCA. Result: 0 (no interaction). (4) The miRNA is mmu-miR-2183 with sequence UUGAACCCCUGACCUCCU. The protein sequence of the target gene is MLSRICGNGIRLTRTRLQFQPSIVTFRDYSNPAPKRGFLNNLIDNVRDEMQKNKELQEHQQQLKARMQELNESDALKDARKKFEIVEKETLKSSEVVKQKIEELSDHMKKMVHEIQKTEAGKKMTEAGAEALKQARKAAEHVEKVAEKVGDTEVYKHVSTSMKTVKDEIDNIADVRMYSRPEALTKRTDGFDLEKERVVEANDSATDVTLHKDSKWYSGWKNFSESNTYYHKLLDWKIKYDESDNMAVRMMRGVTEKIGSVFSGQNEVSEVLTEIHKIDANFDKQEWLRFCETKIIPNIL.... Result: 0 (no interaction). (5) The miRNA is hsa-miR-302a-3p with sequence UAAGUGCUUCCAUGUUUUGGUGA. The protein sequence of the target gene is MSSLSGKVQTVLGLVEPSQLGRTLTHEHLTMTFDSFYCPPPPCHEVTSKEPIMMKNLFWIQKNPYSHRENLQLNQEVGAIREELLYFKAKGGGALVENTTTGLSRDVHTLKWLAEQTGVHIIAGAGFYVDATHSAATRAMSVEQLTDVLINEILHGADGTSIKCGVIGEIGCSWPLTDSERKILEATAHAQAQLGCPVIIHPGRNPGAPFQIIRILQEAGADISKTVMSHLDRTIFDKKELLEFAQLGCYLEYDLFGTELLNYQLSPDIDMPDDNKRIRRVHFLVDEGYEDRILMAHDIH.... Result: 0 (no interaction). (6) The miRNA is hsa-miR-548aw with sequence GUGCAAAAGUCAUCACGGUU. The protein sequence of the target gene is MFGAGDEDDTDFLSPSGGARLASLFGLDQAAAGHGNEFFQYTAPKQPKKGQGTAATGNQATPKTAPATMSTPTILVATAVHAYRYTNGQYVKQGKFGAAVLGNHTAREYRILLYISQQQPVTVARIHVNFELMVRPNNYSTFYDDQRQNWSIMFESEKAAVEFNKQVCIAKCNSTSSLDAVLSQDLIVADGPAVEVGDSLEVAYTGWLFQNHVLGQVFDSTANKDKLLRLKLGSGKVIKGWEDGMLGMKKGGKRLLIVPPACAVGSEGVIGWTQATDSILVFEVEVRRVKFARDSGSDGH.... Result: 1 (interaction).